From a dataset of Catalyst prediction with 721,799 reactions and 888 catalyst types from USPTO. Predict which catalyst facilitates the given reaction. Reactant: Cl[C:2]1[N:7]=[CH:6][N:5]=[C:4]([NH2:8])[CH:3]=1.[N:9]1[CH:14]=[CH:13][C:12](B(O)O)=[CH:11][CH:10]=1.C([O-])([O-])=O.[Na+].[Na+]. Product: [N:9]1[CH:14]=[CH:13][CH:12]=[C:11]([C:2]2[N:7]=[CH:6][N:5]=[C:4]([NH2:8])[CH:3]=2)[CH:10]=1. The catalyst class is: 189.